From a dataset of NCI-60 drug combinations with 297,098 pairs across 59 cell lines. Regression. Given two drug SMILES strings and cell line genomic features, predict the synergy score measuring deviation from expected non-interaction effect. (1) Drug 1: C1CCN(CC1)CCOC2=CC=C(C=C2)C(=O)C3=C(SC4=C3C=CC(=C4)O)C5=CC=C(C=C5)O. Drug 2: CC1C(C(CC(O1)OC2CC(CC3=C2C(=C4C(=C3O)C(=O)C5=C(C4=O)C(=CC=C5)OC)O)(C(=O)C)O)N)O.Cl. Cell line: OVCAR-4. Synergy scores: CSS=6.28, Synergy_ZIP=-0.905, Synergy_Bliss=1.27, Synergy_Loewe=-34.5, Synergy_HSA=0.0796. (2) Drug 1: CN(C)C1=NC(=NC(=N1)N(C)C)N(C)C. Drug 2: CCCS(=O)(=O)NC1=C(C(=C(C=C1)F)C(=O)C2=CNC3=C2C=C(C=N3)C4=CC=C(C=C4)Cl)F. Cell line: HL-60(TB). Synergy scores: CSS=-4.75, Synergy_ZIP=5.91, Synergy_Bliss=9.35, Synergy_Loewe=-7.20, Synergy_HSA=-4.28. (3) Drug 1: C1C(C(OC1N2C=C(C(=O)NC2=O)F)CO)O. Drug 2: C(CN)CNCCSP(=O)(O)O. Cell line: 786-0. Synergy scores: CSS=12.1, Synergy_ZIP=-5.25, Synergy_Bliss=-3.19, Synergy_Loewe=-53.9, Synergy_HSA=-3.82. (4) Drug 1: CC12CCC3C(C1CCC2=O)CC(=C)C4=CC(=O)C=CC34C. Drug 2: CCN(CC)CCNC(=O)C1=C(NC(=C1C)C=C2C3=C(C=CC(=C3)F)NC2=O)C. Cell line: NCI/ADR-RES. Synergy scores: CSS=33.2, Synergy_ZIP=3.14, Synergy_Bliss=2.07, Synergy_Loewe=1.57, Synergy_HSA=1.06. (5) Drug 1: CN(CC1=CN=C2C(=N1)C(=NC(=N2)N)N)C3=CC=C(C=C3)C(=O)NC(CCC(=O)O)C(=O)O. Drug 2: C1C(C(OC1N2C=NC3=C2NC=NCC3O)CO)O. Cell line: NCI-H522. Synergy scores: CSS=51.4, Synergy_ZIP=2.45, Synergy_Bliss=0.209, Synergy_Loewe=-12.8, Synergy_HSA=-3.07. (6) Drug 1: CN(C)C1=NC(=NC(=N1)N(C)C)N(C)C. Drug 2: CC12CCC3C(C1CCC2OP(=O)(O)O)CCC4=C3C=CC(=C4)OC(=O)N(CCCl)CCCl.[Na+]. Cell line: NCI-H226. Synergy scores: CSS=-3.99, Synergy_ZIP=-0.181, Synergy_Bliss=-2.55, Synergy_Loewe=-5.88, Synergy_HSA=-5.48. (7) Drug 1: CS(=O)(=O)OCCCCOS(=O)(=O)C. Drug 2: CC(C)NC(=O)C1=CC=C(C=C1)CNNC.Cl. Cell line: OVCAR-4. Synergy scores: CSS=0.0300, Synergy_ZIP=1.57, Synergy_Bliss=2.68, Synergy_Loewe=-1.22, Synergy_HSA=-1.22. (8) Drug 1: C1CCN(CC1)CCOC2=CC=C(C=C2)C(=O)C3=C(SC4=C3C=CC(=C4)O)C5=CC=C(C=C5)O. Drug 2: CC(C)(C#N)C1=CC(=CC(=C1)CN2C=NC=N2)C(C)(C)C#N. Cell line: UO-31. Synergy scores: CSS=4.11, Synergy_ZIP=-3.07, Synergy_Bliss=-0.629, Synergy_Loewe=1.62, Synergy_HSA=1.67.